This data is from Full USPTO retrosynthesis dataset with 1.9M reactions from patents (1976-2016). The task is: Predict the reactants needed to synthesize the given product. (1) Given the product [Cl:1][C:2]1([F:4])[CH2:3][CH:7]1[C:8]([O:10][CH2:11][CH3:12])=[O:9], predict the reactants needed to synthesize it. The reactants are: [Cl:1][C:2]([F:4])=[CH2:3].[N+](=[CH:7][C:8]([O:10][CH2:11][CH3:12])=[O:9])=[N-]. (2) Given the product [C:11]([C:15]1[C:16]([OH:23])=[C:17]([CH:20]=[CH:21][CH:22]=1)[CH:18]=[N:2][OH:3])([CH3:14])([CH3:13])[CH3:12], predict the reactants needed to synthesize it. The reactants are: Cl.[NH2:2][OH:3].CCN(CC)CC.[C:11]([C:15]1[C:16]([OH:23])=[C:17]([CH:20]=[CH:21][CH:22]=1)[CH:18]=O)([CH3:14])([CH3:13])[CH3:12]. (3) Given the product [C:18]([NH:3][CH2:4][CH2:5][CH2:6][CH2:7][CH2:8][CH2:9][CH2:10][CH2:11][CH2:12][CH2:13][CH2:14][C:15]([OH:17])=[O:16])(=[O:22])[C:19]([CH3:21])=[CH2:20], predict the reactants needed to synthesize it. The reactants are: [OH-].[Na+].[NH2:3][CH2:4][CH2:5][CH2:6][CH2:7][CH2:8][CH2:9][CH2:10][CH2:11][CH2:12][CH2:13][CH2:14][C:15]([OH:17])=[O:16].[C:18](Cl)(=[O:22])[C:19]([CH3:21])=[CH2:20].Cl.[Cl-].[Na+]. (4) The reactants are: [O:1]1[CH2:6][CH2:5][O:4][C:3]2[CH:7]=[C:8]([NH:11][S:12]([C:15]3[CH:20]=[CH:19][C:18]([C:21]#[C:22][CH2:23][NH:24][C:25](=[O:36])[CH2:26][O:27][CH2:28][C:29]4[CH:34]=[CH:33][C:32]([F:35])=[CH:31][CH:30]=4)=[CH:17][CH:16]=3)(=[O:14])=[O:13])[CH:9]=[CH:10][C:2]1=2. Given the product [O:1]1[CH2:6][CH2:5][O:4][C:3]2[CH:7]=[C:8]([NH:11][S:12]([C:15]3[CH:16]=[CH:17][C:18]([CH2:21][CH2:22][CH2:23][NH:24][C:25](=[O:36])[CH2:26][O:27][CH2:28][C:29]4[CH:30]=[CH:31][C:32]([F:35])=[CH:33][CH:34]=4)=[CH:19][CH:20]=3)(=[O:14])=[O:13])[CH:9]=[CH:10][C:2]1=2, predict the reactants needed to synthesize it. (5) Given the product [Cl:1][C:2]1[S:28][C:5]2[N:6]=[CH:7][N:8]=[C:9]([NH:10][CH:11]3[CH2:16][CH2:15][N:14]([CH2:17][C:18]4[CH:19]=[C:20]([CH:25]=[CH:26][CH:27]=4)[C:21]([OH:23])=[O:22])[CH2:13][CH2:12]3)[C:4]=2[CH:3]=1, predict the reactants needed to synthesize it. The reactants are: [Cl:1][C:2]1[S:28][C:5]2[N:6]=[CH:7][N:8]=[C:9]([NH:10][CH:11]3[CH2:16][CH2:15][N:14]([CH2:17][C:18]4[CH:19]=[C:20]([CH:25]=[CH:26][CH:27]=4)[C:21]([O:23]C)=[O:22])[CH2:13][CH2:12]3)[C:4]=2[CH:3]=1.O[Li].O. (6) Given the product [Br:14][C:15]1[S:24][C:18]2[N:19]=[CH:20][N:21]=[C:22]([Cl:1])[C:17]=2[CH:16]=1, predict the reactants needed to synthesize it. The reactants are: [Cl:1]Cl.N1C=CC=NC=1.P(Cl)(Cl)(Cl)=O.[Br:14][C:15]1[S:24][C:18]2[NH:19][CH:20]=[N:21][C:22](=O)[C:17]=2[CH:16]=1. (7) Given the product [C:22]([C:18]1[CH:17]=[C:16]([CH:11]2[CH2:10][C:9]([CH3:25])([CH3:24])[C:8]3[C:13](=[CH:14][CH:15]=[C:6]([C:4]([OH:5])=[O:3])[CH:7]=3)[NH:12]2)[CH:21]=[CH:20][CH:19]=1)#[N:23], predict the reactants needed to synthesize it. The reactants are: C([O:3][C:4]([C:6]1[CH:7]=[C:8]2[C:13](=[CH:14][CH:15]=1)[NH:12][CH:11]([C:16]1[CH:21]=[CH:20][CH:19]=[C:18]([C:22]#[N:23])[CH:17]=1)[CH2:10][C:9]2([CH3:25])[CH3:24])=[O:5])C.[OH-].[Na+].O.Cl. (8) Given the product [C:1]([C:4]1[C:12]2[O:11][CH2:10][CH:9]([C:13]3[CH:14]=[CH:15][C:16]([CH:19]([CH3:21])[CH3:20])=[CH:17][CH:18]=3)[C:8]=2[C:7]([CH3:22])=[C:6]([NH:23][C:24]([NH:37][CH2:36][CH2:35][CH2:34][OH:33])=[O:31])[C:5]=1[CH3:32])(=[O:3])[CH3:2], predict the reactants needed to synthesize it. The reactants are: [C:1]([C:4]1[C:12]2[O:11][CH2:10][CH:9]([C:13]3[CH:18]=[CH:17][C:16]([CH:19]([CH3:21])[CH3:20])=[CH:15][CH:14]=3)[C:8]=2[C:7]([CH3:22])=[C:6]([NH:23][C:24](=[O:31])OCC(Cl)(Cl)Cl)[C:5]=1[CH3:32])(=[O:3])[CH3:2].[OH:33][CH2:34][CH2:35][CH2:36][NH2:37]. (9) Given the product [Br:2][C:3]1[CH:10]=[CH:9][C:6]([CH2:7][NH:8][C:20](=[O:22])[CH2:19][C:16]2[CH:15]=[CH:14][C:13]([CH2:12][N:26]3[CH2:27][CH2:32][CH2:31][CH2:30]3)=[CH:18][CH:17]=2)=[CH:5][CH:4]=1, predict the reactants needed to synthesize it. The reactants are: Cl.[Br:2][C:3]1[CH:10]=[CH:9][C:6]([CH2:7][NH2:8])=[CH:5][CH:4]=1.Br[CH2:12][C:13]1[CH:18]=[CH:17][C:16]([CH2:19][C:20]([OH:22])=O)=[CH:15][CH:14]=1.ON1C2C=[CH:30][CH:31]=[CH:32][C:27]=2[N:26]=N1.C(N(CC)CC)C.Cl.C(N=C=NCCCN(C)C)C.N1CCCC1.C(=O)([O-])[O-].[K+].[K+]. (10) The reactants are: Br[C:2]1[CH:7]=[CH:6][CH:5]=[CH:4][C:3]=1[C:8](=O)[C:9]([O:11]CC)=[O:10].Cl.[N:16]1[CH:21]=[CH:20][C:19]([C:22](=[NH:24])[NH2:23])=[N:18][CH:17]=1.C([O-])([O-])=O.[Cs+].[Cs+].N1CCC[C@H]1C(O)=O. Given the product [N:16]1[CH:21]=[CH:20][C:19]([C:22]2[N:24]=[C:8]([C:9]([OH:11])=[O:10])[C:3]3[C:2](=[CH:7][CH:6]=[CH:5][CH:4]=3)[N:23]=2)=[N:18][CH:17]=1, predict the reactants needed to synthesize it.